This data is from Forward reaction prediction with 1.9M reactions from USPTO patents (1976-2016). The task is: Predict the product of the given reaction. (1) Given the reactants P(O[CH2:10][C:11]#[N:12])(OCC)(OCC)=O.CC(C)([O-])C.[K+].[C:19]([O:23][C:24]([N:26]1[CH2:29][C:28](=O)[CH2:27]1)=[O:25])([CH3:22])([CH3:21])[CH3:20], predict the reaction product. The product is: [C:11]([CH:10]=[C:28]1[CH2:29][N:26]([C:24]([O:23][C:19]([CH3:22])([CH3:21])[CH3:20])=[O:25])[CH2:27]1)#[N:12]. (2) Given the reactants Cl[C:2]1[N:11]=[C:10]([C:12]2[CH:13]=[N:14][CH:15]=[C:16]([F:19])[C:17]=2[CH3:18])[CH:9]=[C:8]2[C:3]=1[CH:4]=[C:5]([NH:20][C:21](=[O:27])[O:22][C:23]([CH3:26])([CH3:25])[CH3:24])[N:6]=[CH:7]2.[CH3:28]B1OB(C)OB(C)O1.C(=O)([O-])[O-].[K+].[K+], predict the reaction product. The product is: [F:19][C:16]1[C:17]([CH3:18])=[C:12]([C:10]2[CH:9]=[C:8]3[C:3]([CH:4]=[C:5]([NH:20][C:21](=[O:27])[O:22][C:23]([CH3:26])([CH3:25])[CH3:24])[N:6]=[CH:7]3)=[C:2]([CH3:28])[N:11]=2)[CH:13]=[N:14][CH:15]=1. (3) Given the reactants [F:1][C:2]([F:16])([F:15])[C:3]([C:5]1[S:9][C:8]([C:10]([O:12]CC)=[O:11])=[CH:7][CH:6]=1)=[O:4].[Li+].[OH-], predict the reaction product. The product is: [F:16][C:2]([F:1])([F:15])[C:3]([C:5]1[S:9][C:8]([C:10]([OH:12])=[O:11])=[CH:7][CH:6]=1)=[O:4]. (4) Given the reactants [CH3:1][CH:2]([CH:4]([OH:28])[C@H:5]([NH:8]C(C1C=CC=CC=1)(C1C=CC=CC=1)C1C=CC=CC=1)[CH2:6][CH3:7])[CH3:3].C(O)(C(F)(F)F)=O, predict the reaction product. The product is: [NH2:8][C@H:5]([CH2:6][CH3:7])[CH:4]([OH:28])[CH:2]([CH3:3])[CH3:1].